Dataset: Catalyst prediction with 721,799 reactions and 888 catalyst types from USPTO. Task: Predict which catalyst facilitates the given reaction. (1) The catalyst class is: 16. Reactant: [C:1]1([C:7]([C:32]2[CH:37]=[CH:36][CH:35]=[CH:34][CH:33]=2)([C:26]2[CH:31]=[CH:30][CH:29]=[CH:28][CH:27]=2)[N:8]2[N:12]=[N:11][C:10]([C:13]3[CH:14]=[CH:15][C:16]4[NH:17][C:18]5[C:23]([C:24]=4[CH:25]=3)=[CH:22][CH:21]=[CH:20][CH:19]=5)=[N:9]2)[CH:6]=[CH:5][CH:4]=[CH:3][CH:2]=1.[H-].[Na+].[Cl:40][C:41]1[CH:42]=[C:43]([CH:46]=[CH:47][CH:48]=1)[CH2:44]Cl.Cl. Product: [Cl:40][C:41]1[CH:42]=[C:43]([CH:46]=[CH:47][CH:48]=1)[CH2:44][N:17]1[C:16]2[CH:15]=[CH:14][C:13]([C:10]3[N:11]=[N:12][N:8]([C:7]([C:1]4[CH:6]=[CH:5][CH:4]=[CH:3][CH:2]=4)([C:26]4[CH:27]=[CH:28][CH:29]=[CH:30][CH:31]=4)[C:32]4[CH:37]=[CH:36][CH:35]=[CH:34][CH:33]=4)[N:9]=3)=[CH:25][C:24]=2[C:23]2[C:18]1=[CH:19][CH:20]=[CH:21][CH:22]=2. (2) Reactant: [SH:1][C:2]1[CH:3]=[C:4]([C:20]([NH:22][CH3:23])=[O:21])[C:5](=[O:19])[N:6]([C:9]2[CH:14]=[CH:13][CH:12]=[C:11]([C:15]([F:18])([F:17])[F:16])[CH:10]=2)[C:7]=1[CH3:8].Cl[C:25]1[CH:32]=[CH:31][C:28]([C:29]#[N:30])=[CH:27][N:26]=1.C([O-])([O-])=O.[Cs+].[Cs+]. Product: [C:29]([C:28]1[CH:31]=[CH:32][C:25]([S:1][C:2]2[CH:3]=[C:4]([C:20]([NH:22][CH3:23])=[O:21])[C:5](=[O:19])[N:6]([C:9]3[CH:14]=[CH:13][CH:12]=[C:11]([C:15]([F:18])([F:17])[F:16])[CH:10]=3)[C:7]=2[CH3:8])=[N:26][CH:27]=1)#[N:30]. The catalyst class is: 12. (3) The catalyst class is: 6. Reactant: [H-].[Na+].[CH3:3][NH:4][C:5](=[O:9])[CH2:6][C:7]#[N:8].NCC[C:13]1[N:21]=[C:20]([Cl:22])[CH:19]=[CH:18][C:14]=1[C:15](F)=[O:16].[C:23](O)(=O)[CH3:24].C[N:28](C=O)C. Product: [NH2:8][C:7]1[N:28]([CH2:23][CH3:24])[C:13]2[C:14]([C:15](=[O:16])[C:6]=1[C:5]([NH:4][CH3:3])=[O:9])=[CH:18][CH:19]=[C:20]([Cl:22])[N:21]=2. (4) Reactant: [CH:1]([Mg]Br)=[CH2:2].[Br:5][C:6]1[CH:13]=[C:12]([CH3:14])[C:11]([N+:15]([O-])=O)=[CH:10][C:7]=1[C:8]#[N:9]. Product: [Br:5][C:6]1[CH:13]=[C:12]([CH3:14])[C:11]2[NH:15][CH:2]=[CH:1][C:10]=2[C:7]=1[C:8]#[N:9]. The catalyst class is: 1.